From a dataset of Forward reaction prediction with 1.9M reactions from USPTO patents (1976-2016). Predict the product of the given reaction. (1) Given the reactants [CH3:1][O:2][C:3]1[CH:4]=[C:5]([OH:9])[CH:6]=[CH:7][CH:8]=1.C1C(=O)N([Br:17])C(=O)C1, predict the reaction product. The product is: [Br:17][C:6]1[CH:7]=[CH:8][C:3]([O:2][CH3:1])=[CH:4][C:5]=1[OH:9]. (2) Given the reactants CC[N:3]([CH2:6][CH3:7])CC.[CH:8]1[C:16]2[C:15]3[CH:17]=[CH:18][CH:19]=[CH:20][C:14]=3[O:13][C:12]=2[CH:11]=[CH:10][C:9]=1[S:21](Cl)(=[O:23])=[O:22].[N:25]#[C:26][NH2:27].[C:28](O)(C(F)(F)F)=O.BrC#N, predict the reaction product. The product is: [C:26]([N:27]1[CH2:7][CH:6]([NH:3][S:21]([C:9]2[CH:10]=[CH:11][C:12]3[O:13][C:14]4[CH:20]=[CH:19][CH:18]=[CH:17][C:15]=4[C:16]=3[CH:8]=2)(=[O:23])=[O:22])[CH2:28]1)#[N:25]. (3) The product is: [ClH:7].[N:8]12[CH2:15][CH2:14][CH:11]([CH2:12][CH2:13]1)[C@@H:10]([NH:16][C:17]([C:19]1[S:20][C:21]3[C:27]([C:38]4[CH:37]=[CH:36][C:35]([N:29]5[CH2:30][CH2:31][O:32][CH2:33][CH2:34]5)=[CH:40][CH:39]=4)=[CH:26][CH:25]=[CH:24][C:22]=3[CH:23]=1)=[O:18])[CH2:9]2. Given the reactants C(=O)([O-])[O-].[Na+].[Na+].[ClH:7].[N:8]12[CH2:15][CH2:14][CH:11]([CH2:12][CH2:13]1)[C@@H:10]([NH:16][C:17]([C:19]1[S:20][C:21]3[C:27](Br)=[CH:26][CH:25]=[CH:24][C:22]=3[CH:23]=1)=[O:18])[CH2:9]2.[N:29]1([C:35]2[CH:40]=[CH:39][C:38](B(O)O)=[CH:37][CH:36]=2)[CH2:34][CH2:33][O:32][CH2:31][CH2:30]1, predict the reaction product. (4) Given the reactants [N+:1]([C:4]1[C:9](=O)[NH:8][CH:7]=[C:6]([C:11]([NH2:13])=O)[CH:5]=1)([O-:3])=[O:2].P(Cl)(Cl)([Cl:16])=O, predict the reaction product. The product is: [Cl:16][C:9]1[N:8]=[CH:7][C:6]([C:11]#[N:13])=[CH:5][C:4]=1[N+:1]([O-:3])=[O:2]. (5) Given the reactants [O:1]=[C:2]1[CH2:7][CH2:6][N:5]([C:8]([O:10][C:11]([CH3:14])([CH3:13])[CH3:12])=[O:9])[CH2:4][CH:3]1[C:15]([O:17][CH3:18])=[O:16].[H-].[Na+].[CH3:21]I.O, predict the reaction product. The product is: [CH3:21][C:3]1([C:15]([O:17][CH3:18])=[O:16])[C:2](=[O:1])[CH2:7][CH2:6][N:5]([C:8]([O:10][C:11]([CH3:12])([CH3:13])[CH3:14])=[O:9])[CH2:4]1. (6) Given the reactants [Cl:1][C:2]1[CH:3]=[C:4]([CH2:10][CH2:11][C:12]2([CH:20]3[CH2:24][CH2:23][CH2:22][CH2:21]3)[O:17][C:16](=[O:18])[CH2:15][C:14](=[O:19])[CH2:13]2)[CH:5]=[CH:6][C:7]=1[O:8][CH3:9].[CH3:25][O:26][C:27]1[CH:34]=[CH:33][C:30]([CH:31]=O)=[CH:29][CH:28]=1.[Al+3].[Cl-].[Cl-].[Cl-], predict the reaction product. The product is: [Cl:1][C:2]1[CH:3]=[C:4]([CH2:10][CH2:11][C:12]2([CH:20]3[CH2:24][CH2:23][CH2:22][CH2:21]3)[O:17][C:16](=[O:18])[C:15]([CH2:31][C:30]3[CH:33]=[CH:34][C:27]([O:26][CH3:25])=[CH:28][CH:29]=3)=[C:14]([OH:19])[CH2:13]2)[CH:5]=[CH:6][C:7]=1[O:8][CH3:9]. (7) Given the reactants [CH2:1]([O:8][C:9]1[C:10](=[O:17])[N:11]([CH3:16])[CH:12]=[C:13](Br)[CH:14]=1)[C:2]1[CH:7]=[CH:6][CH:5]=[CH:4][CH:3]=1.[C:18]1([CH:24]2[CH2:28][NH:27][C:26](=[O:29])[CH2:25]2)[CH:23]=[CH:22][CH:21]=[CH:20][CH:19]=1.[O-]P([O-])([O-])=O.[K+].[K+].[K+].CN(C)CCN, predict the reaction product. The product is: [CH2:1]([O:8][C:9]1[C:10](=[O:17])[N:11]([CH3:16])[CH:12]=[C:13]([N:27]2[CH2:28][CH:24]([C:18]3[CH:19]=[CH:20][CH:21]=[CH:22][CH:23]=3)[CH2:25][C:26]2=[O:29])[CH:14]=1)[C:2]1[CH:7]=[CH:6][CH:5]=[CH:4][CH:3]=1. (8) Given the reactants [CH:1]1([C:4]2[CH:5]=[C:6]([C:18]#[CH:19])[CH:7]=[C:8]3[C:13]=2[O:12][C:11]([CH3:15])([CH3:14])[CH2:10][C:9]3([CH3:17])[CH3:16])[CH2:3][CH2:2]1.[CH2:20]([O:22][C:23](=[O:33])[CH2:24][C:25]1[CH:30]=[CH:29][C:28](I)=[CH:27][C:26]=1[F:32])[CH3:21], predict the reaction product. The product is: [CH2:20]([O:22][C:23](=[O:33])[CH2:24][C:25]1[CH:30]=[CH:29][C:28]([C:19]#[C:18][C:6]2[CH:7]=[C:8]3[C:13](=[C:4]([CH:1]4[CH2:3][CH2:2]4)[CH:5]=2)[O:12][C:11]([CH3:14])([CH3:15])[CH2:10][C:9]3([CH3:17])[CH3:16])=[CH:27][C:26]=1[F:32])[CH3:21]. (9) The product is: [C:7]([O:6][C:5]([NH:3][CH2:2][CH2:1][NH2:4])=[O:11])([CH3:10])([CH3:9])[CH3:8]. Given the reactants [CH2:1]([NH2:4])[CH2:2][NH2:3].[C:5](=O)([O:11]C(C)(C)C)[O:6][C:7]([CH3:10])([CH3:9])[CH3:8], predict the reaction product. (10) Given the reactants [C:1]12([CH2:11][O:12][C:13]3[C:25](I)=[CH:24][C:16]([C:17]([O:19][C:20]([CH3:23])([CH3:22])[CH3:21])=[O:18])=[C:15]([F:27])[CH:14]=3)[CH2:10][CH:5]3[CH2:6][CH:7]([CH2:9][CH:3]([CH2:4]3)[CH2:2]1)[CH2:8]2.[Cl-].[Li+].C([Mg]Cl)(C)C.[O:35]1[CH2:38][C:37](=[O:39])[CH2:36]1, predict the reaction product. The product is: [C:1]12([CH2:11][O:12][C:13]3[C:25]([C:37]4([OH:39])[CH2:38][O:35][CH2:36]4)=[CH:24][C:16]([C:17]([O:19][C:20]([CH3:23])([CH3:22])[CH3:21])=[O:18])=[C:15]([F:27])[CH:14]=3)[CH2:10][CH:5]3[CH2:6][CH:7]([CH2:9][CH:3]([CH2:4]3)[CH2:2]1)[CH2:8]2.